This data is from HIV replication inhibition screening data with 41,000+ compounds from the AIDS Antiviral Screen. The task is: Binary Classification. Given a drug SMILES string, predict its activity (active/inactive) in a high-throughput screening assay against a specified biological target. (1) The molecule is CCN(CC)C(=O)c1cc([N+](=O)[O-])c(=O)n2c1[nH]c1ccccc12. The result is 0 (inactive). (2) The compound is N#Cc1ccccc1NC(=O)C(=O)C(C(=O)c1ccncc1)C1OC(=O)c2ccccc21. The result is 0 (inactive). (3) The molecule is CSC1=N[N+]2=CC(c3ccccc3)=[N+]3N=C(NC(Cc4cnc[nH]4)C(=O)O)[SH+][Ni-2]23[SH+]1. The result is 0 (inactive).